Task: Predict the reactants needed to synthesize the given product.. Dataset: Full USPTO retrosynthesis dataset with 1.9M reactions from patents (1976-2016) (1) Given the product [F:25][C:4]1[CH:5]=[CH:6][C:7]2[C:8](=[O:9])[N:10]3[CH2:15][CH2:14][N:13]([C:16]([O:18][C:19]([CH3:22])([CH3:21])[CH3:20])=[O:17])[CH2:12][CH:11]3[CH2:23][O:24][C:2]=2[N:3]=1, predict the reactants needed to synthesize it. The reactants are: F[C:2]1[C:7]([C:8]([N:10]2[CH2:15][CH2:14][N:13]([C:16]([O:18][C:19]([CH3:22])([CH3:21])[CH3:20])=[O:17])[CH2:12][CH:11]2[CH2:23][OH:24])=[O:9])=[CH:6][CH:5]=[C:4]([F:25])[N:3]=1.[H-].[Na+]. (2) Given the product [CH2:15]([O:17][C:18]([C:20]1([CH2:35][O:14][C:11]2[CH:12]=[CH:13][C:8]([C:5]3[CH:4]=[CH:3][C:2]([F:1])=[CH:7][CH:6]=3)=[CH:9][CH:10]=2)[CH2:24][CH2:23][N:22]([C:25](=[O:34])[C:26]2[CH:31]=[CH:30][CH:29]=[CH:28][C:27]=2[O:32][CH3:33])[CH2:21]1)=[O:19])[CH3:16], predict the reactants needed to synthesize it. The reactants are: [F:1][C:2]1[CH:7]=[CH:6][C:5]([C:8]2[CH:13]=[CH:12][C:11]([OH:14])=[CH:10][CH:9]=2)=[CH:4][CH:3]=1.[CH2:15]([O:17][C:18]([C:20]1([CH2:35]I)[CH2:24][CH2:23][N:22]([C:25](=[O:34])[C:26]2[CH:31]=[CH:30][CH:29]=[CH:28][C:27]=2[O:32][CH3:33])[CH2:21]1)=[O:19])[CH3:16]. (3) Given the product [Cl:32][C:33]1[CH:38]=[C:37]([C:39]([F:42])([F:41])[F:40])[CH:36]=[CH:35][C:34]=1[O:43][C:44]1[CH:51]=[CH:50][C:47]([CH2:48][NH:49][C:4](=[O:6])[C:3]2[CH:7]=[CH:8][CH:9]=[N:10][C:2]=2[NH2:1])=[CH:46][CH:45]=1, predict the reactants needed to synthesize it. The reactants are: [NH2:1][C:2]1[N:10]=[CH:9][CH:8]=[CH:7][C:3]=1[C:4]([OH:6])=O.ON1C2C=CC=CC=2N=N1.CCN=C=NCCCN(C)C.[Cl:32][C:33]1[CH:38]=[C:37]([C:39]([F:42])([F:41])[F:40])[CH:36]=[CH:35][C:34]=1[O:43][C:44]1[CH:51]=[CH:50][C:47]([CH2:48][NH2:49])=[CH:46][CH:45]=1.C(=O)(O)[O-].[Na+]. (4) Given the product [CH3:1][S:2]([CH2:10][CH2:11][C:12]1[S:16][CH:15]=[N:14][C:13]=1[CH3:17])(=[O:4])=[O:3], predict the reactants needed to synthesize it. The reactants are: [CH3:1][S:2](Cl)(=[O:4])=[O:3].C(Cl)Cl.O[CH2:10][CH2:11][C:12]1[S:16][CH:15]=[N:14][C:13]=1[CH3:17].C(N(CC)CC)C. (5) Given the product [CH3:1][CH:2]([CH3:31])[C:3]([NH:5][C:6]1[CH:11]=[CH:10][CH:9]=[C:8]([CH:12]2[CH2:13][CH2:14][N:15]([CH2:18][CH2:19][CH2:20][CH2:21][C:22]3[C:40]4[C:39](=[CH:38][CH:37]=[C:36]([O:35][C:34]([F:45])([F:44])[F:33])[CH:41]=4)[NH:42][C:23]=3[C:24]3[CH:29]=[CH:28][CH:27]=[CH:26][CH:25]=3)[CH2:16][CH2:17]2)[CH:7]=1)=[O:4], predict the reactants needed to synthesize it. The reactants are: [CH3:1][CH:2]([CH3:31])[C:3]([NH:5][C:6]1[CH:11]=[CH:10][CH:9]=[C:8]([CH:12]2[CH2:17][CH2:16][N:15]([CH2:18][CH2:19][CH2:20][CH2:21][CH2:22][C:23](=O)[C:24]3[CH:29]=[CH:28][CH:27]=[CH:26][CH:25]=3)[CH2:14][CH2:13]2)[CH:7]=1)=[O:4].Cl.[F:33][C:34]([F:45])([F:44])[O:35][C:36]1[CH:41]=[CH:40][C:39]([NH:42]N)=[CH:38][CH:37]=1.